From a dataset of Forward reaction prediction with 1.9M reactions from USPTO patents (1976-2016). Predict the product of the given reaction. (1) Given the reactants [N:1]1[C:10]2[C:5](=[CH:6][C:7]([CH:11]=[O:12])=[CH:8][CH:9]=2)[CH:4]=[CH:3][CH:2]=1.[Cl:13]N1C(=O)CCC1=O, predict the reaction product. The product is: [Cl:13][C:3]1[CH:2]=[N:1][C:10]2[C:5]([CH:4]=1)=[CH:6][C:7]([CH:11]=[O:12])=[CH:8][CH:9]=2. (2) Given the reactants [CH3:1][O:2][CH2:3][CH:4]1[N:11](C(OCC2C=CC=CC=2)=O)[CH2:10][CH:9]2[N:6]([CH2:7][CH2:8]2)[C:5]1=[O:22], predict the reaction product. The product is: [CH3:1][O:2][CH2:3][CH:4]1[NH:11][CH2:10][CH:9]2[N:6]([CH2:7][CH2:8]2)[C:5]1=[O:22]. (3) Given the reactants C([N:9]1[CH2:22][CH2:21][C:20]2[C:19]3[C:18]([C:23]4[CH:28]=[CH:27][CH:26]=[CH:25][C:24]=4[O:29][C:30]([F:33])([F:32])[F:31])=[CH:17][CH:16]=[CH:15][C:14]=3[NH:13][C:12]=2[CH2:11][CH2:10]1)(=O)C1C=CC=CC=1.C(O)CO.[OH-].[K+].CCOC(C)=O, predict the reaction product. The product is: [F:33][C:30]([F:31])([F:32])[O:29][C:24]1[CH:25]=[CH:26][CH:27]=[CH:28][C:23]=1[C:18]1[C:19]2[C:20]3[CH2:21][CH2:22][NH:9][CH2:10][CH2:11][C:12]=3[NH:13][C:14]=2[CH:15]=[CH:16][CH:17]=1. (4) Given the reactants [F:1][C:2]1[CH:7]=[CH:6][C:5]([CH2:8][CH:9]2[CH2:14][CH2:13][NH:12][CH2:11][CH2:10]2)=[CH:4][CH:3]=1.[CH2:15]([O:22][C:23]([NH:25][CH:26]([CH:34]1[O:36][CH2:35]1)[CH2:27][C:28]1[CH:33]=[CH:32][CH:31]=[CH:30][CH:29]=1)=[O:24])[C:16]1[CH:21]=[CH:20][CH:19]=[CH:18][CH:17]=1.CCOC(C)=O, predict the reaction product. The product is: [CH2:15]([O:22][C:23]([NH:25][CH:26]([CH:34]([OH:36])[CH2:35][N:12]1[CH2:11][CH2:10][CH:9]([CH2:8][C:5]2[CH:4]=[CH:3][C:2]([F:1])=[CH:7][CH:6]=2)[CH2:14][CH2:13]1)[CH2:27][C:28]1[CH:29]=[CH:30][CH:31]=[CH:32][CH:33]=1)=[O:24])[C:16]1[CH:17]=[CH:18][CH:19]=[CH:20][CH:21]=1. (5) The product is: [NH:1]1[C:5]2[CH:6]=[CH:7][C:8]([C:10]([O:12][CH2:18][CH3:19])=[O:11])=[CH:9][C:4]=2[N:3]=[N:2]1. Given the reactants [NH:1]1[C:5]2[CH:6]=[CH:7][C:8]([C:10]([OH:12])=[O:11])=[CH:9][C:4]=2[N:3]=[N:2]1.S(=O)(=O)(O)O.[CH2:18](O)[CH3:19], predict the reaction product.